From a dataset of Reaction yield outcomes from USPTO patents with 853,638 reactions. Predict the reaction yield, written as a fraction of the theoretical maximum amount of product (1.0 means a 100% yield; for example, 0.34 means a 34% yield). The reactants are COC([N:5]1[CH2:10][CH:9]([CH2:11][CH:12]([CH2:15][C:16]2[CH:21]=[CH:20][C:19]([F:22])=[CH:18][C:17]=2[F:23])[CH2:13][CH3:14])[C:8](=[O:24])N(C)C1C(C)(C)C)=O.Cl.[O:31]1CCOCC1. No catalyst specified. The product is [NH2:5][CH2:10][C@@H:9]([CH2:11][C@H:12]([CH2:15][C:16]1[CH:21]=[CH:20][C:19]([F:22])=[CH:18][C:17]=1[F:23])[CH2:13][CH3:14])[C:8]([OH:24])=[O:31]. The yield is 0.240.